Dataset: Reaction yield outcomes from USPTO patents with 853,638 reactions. Task: Predict the reaction yield, written as a fraction of the theoretical maximum amount of product (1.0 means a 100% yield; for example, 0.34 means a 34% yield). The reactants are [F:1][C:2]1[CH:10]=[C:9]2[C:5]([C:6]([C:20]3[CH:21]=[CH:22][C:23]([NH:26][CH2:27][CH2:28][CH2:29][NH2:30])=[N:24][CH:25]=3)=[CH:7][N:8]2S(C2C=CC=CC=2)(=O)=O)=[CH:4][CH:3]=1.[OH-].[Na+]. The catalyst is CO.O. The product is [F:1][C:2]1[CH:10]=[C:9]2[C:5]([C:6]([C:20]3[CH:21]=[CH:22][C:23]([NH:26][CH2:27][CH2:28][CH2:29][NH2:30])=[N:24][CH:25]=3)=[CH:7][NH:8]2)=[CH:4][CH:3]=1. The yield is 1.00.